This data is from B-cell epitopes from IEDB database with 3,159 antigens for binding position prediction. The task is: Token-level Classification. Given an antigen amino acid sequence, predict which amino acid positions are active epitope sites capable of antibody binding. Output is a list of indices for active positions. (1) Given the antigen sequence: QHLLQLTVWGIKQLQARLLAVERYLKDQQLLGIWGCSGRLICTTNVPWNASWSSKSYNEIWDNLTWVEWEREISNYTQQIYSLLEESQNQQEKNEQDLLALDKWASLRNWFDITNWLWYIRMF, which amino acid positions are active epitope sites? The epitope positions are: [108, 109, 110, 111, 112, 113, 114, 115, 116, 117, 118, 119, 120]. The amino acids at these positions are: NWFDITNWLWYIR. (2) Given the antigen sequence: MAKNNTNRHYSLRKLKTGTASVAVALTVLGAGFANQTEVKANGDGNPREVIEDLAANNPAIQNIRLRHENKDLKARLENAMEVAGRDFKRAEELEKAKQALEDQRKDLETKLKELQQDYDLAKESTSWDRQRLEKELEEKKEALELAIDQASRDYHRATALEKELEEKKKALELAIDQASQDYNRANVLEKELETITREQEINRNLLGNAKLELDQLSSEKEQLTIR, which amino acid positions are active epitope sites? The epitope positions are: [66, 67, 68, 69, 70, 71, 72, 73, 74, 75, 76, 77, 78, 79, 80, 81]. The amino acids at these positions are: RHENKDLKARLENAME.